From a dataset of Retrosynthesis with 50K atom-mapped reactions and 10 reaction types from USPTO. Predict the reactants needed to synthesize the given product. (1) Given the product O=C(OCc1ccccc1)N1CCC(C(=O)O)(S(=O)(=O)c2ccc(Oc3ccccc3)cc2)CC1, predict the reactants needed to synthesize it. The reactants are: COC(=O)C1(S(=O)(=O)c2ccc(Oc3ccccc3)cc2)CCN(C(=O)OCc2ccccc2)CC1. (2) Given the product CCCOc1ccc2c(C(=O)NCc3ccc(F)c(F)c3)c(C(C)C)n(Cc3ncco3)c2c1, predict the reactants needed to synthesize it. The reactants are: CC(C)c1c(C(=O)NCc2ccc(F)c(F)c2)c2ccc(O)cc2n1Cc1ncco1.CCCI. (3) Given the product CSc1ccc(C(=O)C(C)(C)OC(=O)CCc2ccccc2)cc1, predict the reactants needed to synthesize it. The reactants are: CSc1ccc(C(=O)C(C)(C)O)cc1.O=C(Cl)CCc1ccccc1. (4) Given the product COc1cc2c(cc1N)CCN(CCNC(C)=O)CC2, predict the reactants needed to synthesize it. The reactants are: COc1cc2c(cc1[N+](=O)[O-])CCN(CCNC(C)=O)CC2. (5) Given the product Nc1nccc(Oc2ccc(NC(=O)Nc3ccc(Cl)c(C(F)(F)F)c3)cc2Cl)c1[N+](=O)[O-], predict the reactants needed to synthesize it. The reactants are: Nc1ccc(Oc2ccnc(N)c2[N+](=O)[O-])c(Cl)c1.O=C=Nc1ccc(Cl)c(C(F)(F)F)c1. (6) Given the product Oc1ccc(-c2ncc(F)cn2)cc1, predict the reactants needed to synthesize it. The reactants are: Fc1cnc(Cl)nc1.OB(O)c1ccc(O)cc1. (7) The reactants are: CCOc1ccn(-c2ccc(F)cc2)c(=O)c1C(=O)Cl.Cn1cc(-c2cnccc2Oc2cc(F)c(N)cc2Cl)cn1. Given the product CCOc1ccn(-c2ccc(F)cc2)c(=O)c1C(=O)Nc1cc(Cl)c(Oc2ccncc2-c2cnn(C)c2)cc1F, predict the reactants needed to synthesize it. (8) The reactants are: COC(=O)COc1cc(C)ccc1C=O. Given the product COC(=O)COc1cc(C)ccc1CO, predict the reactants needed to synthesize it. (9) Given the product CNC(=O)c1cnc(-c2nc3c(s2)CCN(C2CCC2)CC3)cn1, predict the reactants needed to synthesize it. The reactants are: CN.COC(=O)c1cnc(-c2nc3c(s2)CCN(C2CCC2)CC3)cn1.